The task is: Regression. Given a peptide amino acid sequence and an MHC pseudo amino acid sequence, predict their binding affinity value. This is MHC class II binding data.. This data is from Peptide-MHC class II binding affinity with 134,281 pairs from IEDB. (1) The peptide sequence is IKHIYAISSAALSAS. The MHC is DRB4_0101 with pseudo-sequence DRB4_0103. The binding affinity (normalized) is 0.807. (2) The peptide sequence is AFKVAATKANAAPAN. The MHC is DRB1_0401 with pseudo-sequence DRB1_0401. The binding affinity (normalized) is 0.546. (3) The peptide sequence is HDPLPHSPSDSAGND. The MHC is DRB1_0701 with pseudo-sequence DRB1_0701. The binding affinity (normalized) is 0. (4) The peptide sequence is MSSKFPELGMNASHC. The MHC is HLA-DQA10102-DQB10602 with pseudo-sequence HLA-DQA10102-DQB10602. The binding affinity (normalized) is 0.0822. (5) The peptide sequence is VRILRRVHHRKYLTD. The binding affinity (normalized) is 0.772. The MHC is DRB1_1201 with pseudo-sequence DRB1_1201. (6) The peptide sequence is PCLFMRTVSHVILHG. The MHC is DRB1_1201 with pseudo-sequence DRB1_1201. The binding affinity (normalized) is 0.314. (7) The peptide sequence is GMNPSHCNEMSWIQS. The MHC is DRB1_1201 with pseudo-sequence DRB1_1201. The binding affinity (normalized) is 0.0734.